From a dataset of Forward reaction prediction with 1.9M reactions from USPTO patents (1976-2016). Predict the product of the given reaction. (1) Given the reactants [C:1](Cl)(=O)[C:2]([Cl:4])=[O:3].[F:7][C:8]1[CH:9]=[C:10](/[CH:15]=C/C(O)=O)[CH:11]=[CH:12][C:13]=1[F:14].CN(C)C=O, predict the reaction product. The product is: [F:7][C:8]1[CH:9]=[C:10]([CH:15]=[CH:1][C:2]([Cl:4])=[O:3])[CH:11]=[CH:12][C:13]=1[F:14]. (2) Given the reactants [C:1]([O:5][C@@H:6]([C:11]1[C:26]([CH3:27])=[CH:25][C:14]2[N:15]=[C:16]([C:18]3[CH:23]=[CH:22][N:21]=[C:20](Cl)[N:19]=3)[S:17][C:13]=2[C:12]=1[C:28]1[CH:33]=[CH:32][C:31]([Cl:34])=[CH:30][CH:29]=1)[C:7]([O:9]C)=[O:8])([CH3:4])([CH3:3])[CH3:2].O1CCOCC1.[NH:41]1[CH2:46][CH2:45][NH:44][CH2:43][CH2:42]1.[OH-].[Na+], predict the reaction product. The product is: [C:1]([O:5][C@@H:6]([C:11]1[C:26]([CH3:27])=[CH:25][C:14]2[N:15]=[C:16]([C:18]3[CH:23]=[CH:22][N:21]=[C:20]([N:41]4[CH2:46][CH2:45][NH:44][CH2:43][CH2:42]4)[N:19]=3)[S:17][C:13]=2[C:12]=1[C:28]1[CH:33]=[CH:32][C:31]([Cl:34])=[CH:30][CH:29]=1)[C:7]([OH:9])=[O:8])([CH3:3])([CH3:4])[CH3:2].